Dataset: HIV replication inhibition screening data with 41,000+ compounds from the AIDS Antiviral Screen. Task: Binary Classification. Given a drug SMILES string, predict its activity (active/inactive) in a high-throughput screening assay against a specified biological target. (1) The compound is C=CC(C)(C)C12CC3C(=O)NC(Cc4ccccc4)C(=O)N3C1N(C(C)=O)c1ccccc12. The result is 0 (inactive). (2) The compound is CC(C)CC(=O)[OH+][Co-4](N)(N)(N)(N)[OH+]C(=O)CC(C)C.[O-][Cl+3]([O-])([O-])O.[O-][Cl+3]([O-])([O-])O. The result is 0 (inactive). (3) The drug is N#CC(C(=O)CCC(=O)C(C#N)c1ccccc1)c1ccccc1. The result is 0 (inactive). (4) The drug is CCOCCOCCCNCC(=O)N1CCN(C(=O)CNCCCOCCOCC)CC1. The result is 0 (inactive). (5) The result is 0 (inactive). The compound is CCOC(=O)CC(=O)C(=O)NNC1=NCCCN1.I. (6) The molecule is COc1cccc(C=C2N=C(c3ccccc3)N(n3c(-c4ccccc4)nc4ccccc4c3=O)C2=O)c1. The result is 0 (inactive).